Dataset: Forward reaction prediction with 1.9M reactions from USPTO patents (1976-2016). Task: Predict the product of the given reaction. (1) Given the reactants [NH2:1][C:2]1[CH:3]=[C:4]([S:9]([N:12]2[CH2:16][CH2:15][CH2:14][C@@H:13]2[C:17]([O:19][CH3:20])=[O:18])(=[O:11])=[O:10])[CH:5]=[CH:6][C:7]=1Cl.[CH3:21][O:22][C:23]1[C:24](=O)[C:25](=[O:29])[C:26]=1[O:27]C, predict the reaction product. The product is: [CH3:21][O:22][C:23]1[C:26](=[O:27])[C:25](=[O:29])[C:24]=1[NH:1][C:2]1[CH:3]=[C:4]([S:9]([N:12]2[CH2:16][CH2:15][CH2:14][C@@H:13]2[C:17]([O:19][CH3:20])=[O:18])(=[O:11])=[O:10])[CH:5]=[CH:6][CH:7]=1. (2) The product is: [Cl:1][C:2]1[CH:11]=[C:10]2[C:5]([C:6]([N:12]3[CH2:13][CH2:14][N:15]([CH2:18][CH2:19][CH2:20][CH2:21][NH:22][C:28]([N:44]4[CH2:45][CH2:46][N:41]([C:35]5[CH:40]=[CH:39][CH:38]=[CH:37][CH:36]=5)[CH2:42][CH2:43]4)=[O:29])[CH2:16][CH2:17]3)=[CH:7][CH:8]=[N:9]2)=[CH:4][CH:3]=1. Given the reactants [Cl:1][C:2]1[CH:11]=[C:10]2[C:5]([C:6]([N:12]3[CH2:17][CH2:16][N:15]([CH2:18][CH2:19][CH2:20][CH2:21][NH2:22])[CH2:14][CH2:13]3)=[CH:7][CH:8]=[N:9]2)=[CH:4][CH:3]=1.C1N=CN([C:28](N2C=NC=C2)=[O:29])C=1.[C:35]1([N:41]2[CH2:46][CH2:45][NH:44][CH2:43][CH2:42]2)[CH:40]=[CH:39][CH:38]=[CH:37][CH:36]=1, predict the reaction product. (3) Given the reactants C[O:2][C:3]1[CH:8]=[CH:7][N:6]=[CH:5][CH:4]=1.[C:9](Cl)(=[O:16])[C:10]1[CH:15]=[CH:14][CH:13]=[CH:12][CH:11]=1.FC(F)(F)S(O[Si](C)(C)C)(=O)=O.[Br:30][C:31]1[CH:36]=[CH:35][C:34]([Mg]Br)=[CH:33][CH:32]=1, predict the reaction product. The product is: [C:9]([N:6]1[CH:7]=[CH:8][C:3](=[O:2])[CH2:4][CH:5]1[C:34]1[CH:35]=[CH:36][C:31]([Br:30])=[CH:32][CH:33]=1)(=[O:16])[C:10]1[CH:15]=[CH:14][CH:13]=[CH:12][CH:11]=1. (4) Given the reactants [F:1][C:2]1[CH:7]=[CH:6][N:5]=[C:4]([N:8]2[C:15]3[C@@H:14]4[CH2:16][C@@H:13]4[CH2:12][C:11]=3[C:10]([C:17](O)=[O:18])=[N:9]2)[CH:3]=1.[NH2:20][C:21]([CH3:25])([CH3:24])[CH2:22][OH:23].C(N(CC)CC)C.CN(C(ON1N=NC2C=CC=NC1=2)=[N+](C)C)C.F[P-](F)(F)(F)(F)F, predict the reaction product. The product is: [OH:23][CH2:22][C:21]([NH:20][C:17]([C:10]1[C:11]2[CH2:12][C@H:13]3[CH2:16][C@H:14]3[C:15]=2[N:8]([C:4]2[CH:3]=[C:2]([F:1])[CH:7]=[CH:6][N:5]=2)[N:9]=1)=[O:18])([CH3:25])[CH3:24]. (5) Given the reactants [Cl-].C(O[C:5](=[NH2+:22])[CH2:6][N:7]1[C:17]2[C:18]3[N:9]([CH2:10][C:11](=[O:20])[N:12]([CH3:19])[C:13]=3[CH:14]=[CH:15][CH:16]=2)[C:8]1=[O:21])C.N[CH2:24][CH2:25][C:26]1[CH:27]=[C:28]2[C:41](=[CH:42][C:43]=1[N+:44]([O-])=O)[CH2:40][C@:30]1([C:38]3[C:33](=[N:34][CH:35]=[CH:36][CH:37]=3)[NH:32][C:31]1=[O:39])[CH2:29]2.C([O-])(O)=O.[Na+], predict the reaction product. The product is: [CH3:19][N:12]1[C:13]2[CH:14]=[CH:15][CH:16]=[C:17]3[N:7]([CH2:6][C:5]4[NH:44][C:43]5[CH:42]=[C:41]6[C:28](=[CH:27][C:26]=5[CH2:25][CH2:24][N:22]=4)[CH2:29][C@@:30]4([C:38]5[C:33](=[N:34][CH:35]=[CH:36][CH:37]=5)[NH:32][C:31]4=[O:39])[CH2:40]6)[C:8](=[O:21])[N:9]([C:18]=23)[CH2:10][C:11]1=[O:20]. (6) Given the reactants C(NC(C)C)(C)C.C([Li])CCC.[C:13]([NH:17][S:18]([CH3:21])(=[O:20])=[O:19])([CH3:16])([CH3:15])[CH3:14].Br[CH2:23][CH2:24][CH2:25][O:26][Si:27]([C:30]([CH3:33])([CH3:32])[CH3:31])([CH3:29])[CH3:28], predict the reaction product. The product is: [C:13]([NH:17][S:18]([CH2:21][CH2:23][CH2:24][CH2:25][O:26][Si:27]([C:30]([CH3:31])([CH3:33])[CH3:32])([CH3:28])[CH3:29])(=[O:20])=[O:19])([CH3:16])([CH3:15])[CH3:14].